This data is from Catalyst prediction with 721,799 reactions and 888 catalyst types from USPTO. The task is: Predict which catalyst facilitates the given reaction. (1) Reactant: C(Cl)(=O)C(Cl)=O.CN([CH:10]=[O:11])C.C(Cl)Cl.[F:15][C:16]1[C:24]([F:25])=[CH:23][C:22]([N+:26]([O-:28])=[O:27])=[CH:21][C:17]=1[C:18](O)=[O:19]. Product: [F:15][C:16]1[C:24]([F:25])=[CH:23][C:22]([N+:26]([O-:28])=[O:27])=[CH:21][C:17]=1[C:18]([O:11][CH3:10])=[O:19]. The catalyst class is: 5. (2) Reactant: [CH3:1][O:2][C:3](=[O:21])[CH2:4][CH2:5][CH2:6][O:7][C:8]1[CH:13]=[C:12]([N+:14]([O-:16])=[O:15])[C:11]([CH:17]=[O:18])=[CH:10][C:9]=1[O:19][CH3:20].[Mn]([O-])(=O)(=O)=[O:23].[K+]. Product: [CH3:20][O:19][C:9]1[C:8]([O:7][CH2:6][CH2:5][CH2:4][C:3]([O:2][CH3:1])=[O:21])=[CH:13][C:12]([N+:14]([O-:16])=[O:15])=[C:11]([CH:10]=1)[C:17]([OH:23])=[O:18]. The catalyst class is: 21. (3) Reactant: [CH3:1][N:2]1[C:11]2[C:6](=[CH:7][CH:8]=[CH:9][CH:10]=2)[CH:5]=[C:4]([CH2:12][NH:13][CH2:14][CH:15]([CH:22]2[CH2:27][CH2:26][N:25]([C:28]([O:30][C:31]([CH3:34])([CH3:33])[CH3:32])=[O:29])[CH2:24][CH2:23]2)[C:16]2[CH:21]=[CH:20][CH:19]=[CH:18][CH:17]=2)[C:3]1=[O:35].C(Cl)CCl.C1C=NC2N(O)N=NC=2C=1.CCN(C(C)C)C(C)C.[CH:59]1([C:65](O)=[O:66])[CH2:64][CH2:63][CH2:62][CH2:61][CH2:60]1. Product: [CH:59]1([C:65]([N:13]([CH2:12][C:4]2[C:3](=[O:35])[N:2]([CH3:1])[C:11]3[C:6]([CH:5]=2)=[CH:7][CH:8]=[CH:9][CH:10]=3)[CH2:14][CH:15]([CH:22]2[CH2:27][CH2:26][N:25]([C:28]([O:30][C:31]([CH3:32])([CH3:34])[CH3:33])=[O:29])[CH2:24][CH2:23]2)[C:16]2[CH:17]=[CH:18][CH:19]=[CH:20][CH:21]=2)=[O:66])[CH2:64][CH2:63][CH2:62][CH2:61][CH2:60]1. The catalyst class is: 2. (4) Reactant: [N:1]1[CH:6]=[CH:5][C:4]([N:7]2[CH2:23][CH2:22][C:10]3([CH2:14][N:13](C(OC(C)(C)C)=O)[CH2:12][CH2:11]3)[CH2:9][CH2:8]2)=[CH:3][CH:2]=1. Product: [N:1]1[CH:2]=[CH:3][C:4]([N:7]2[CH2:23][CH2:22][C:10]3([CH2:14][NH:13][CH2:12][CH2:11]3)[CH2:9][CH2:8]2)=[CH:5][CH:6]=1. The catalyst class is: 137. (5) The catalyst class is: 2. Reactant: [NH2:1][CH2:2][CH2:3][CH2:4][CH2:5][OH:6].[CH3:7][C:8]([O:11][C:12](O[C:12]([O:11][C:8]([CH3:10])([CH3:9])[CH3:7])=[O:13])=[O:13])([CH3:10])[CH3:9]. Product: [OH:6][CH2:5][CH2:4][CH2:3][CH2:2][NH:1][C:12](=[O:13])[O:11][C:8]([CH3:10])([CH3:9])[CH3:7]. (6) Reactant: C(#N)C.[OH:4][CH:5]1[CH:9]2[O:10][C:11](=[O:21])[CH:12]3[CH:13]([C:14]([O:16][C:17]([CH3:20])([CH3:19])[CH3:18])=[O:15])[CH:6]1[CH2:7][CH:8]23.C(N(CC)CC)C.[C:29](Cl)(=[O:33])[C:30]([CH3:32])=[CH2:31]. Product: [C:29]([O:4][CH:5]1[CH:9]2[O:10][C:11](=[O:21])[CH:12]3[CH:13]([C:14]([O:16][C:17]([CH3:18])([CH3:20])[CH3:19])=[O:15])[CH:6]1[CH2:7][CH:8]23)(=[O:33])[C:30]([CH3:32])=[CH2:31]. The catalyst class is: 6. (7) The catalyst class is: 7. Reactant: N([C:9]([O:11][CH:12]([CH3:14])[CH3:13])=O)=N[C:9]([O:11][CH:12]([CH3:14])[CH3:13])=O.[N+:15]([C:18]1[C:19]([C:27]([O:29][CH3:30])=[O:28])=[N:20][NH:21][C:22]=1[C:23]([O:25]C)=[O:24])([O-:17])=[O:16].CO[C@@H](C)CO.C1(P(C2C=CC=CC=2)C2C=CC=CC=2)C=CC=CC=1.[OH-].[K+]. Product: [CH3:30][O:29][C:27]([C:19]1[C:18]([N+:15]([O-:17])=[O:16])=[C:22]([C:23]([OH:25])=[O:24])[N:21]([CH2:14][C@@H:12]([O:11][CH3:9])[CH3:13])[N:20]=1)=[O:28].